Dataset: NCI-60 drug combinations with 297,098 pairs across 59 cell lines. Task: Regression. Given two drug SMILES strings and cell line genomic features, predict the synergy score measuring deviation from expected non-interaction effect. (1) Drug 1: CNC(=O)C1=CC=CC=C1SC2=CC3=C(C=C2)C(=NN3)C=CC4=CC=CC=N4. Drug 2: CC(C1=C(C=CC(=C1Cl)F)Cl)OC2=C(N=CC(=C2)C3=CN(N=C3)C4CCNCC4)N. Cell line: KM12. Synergy scores: CSS=48.2, Synergy_ZIP=4.05, Synergy_Bliss=2.28, Synergy_Loewe=-0.748, Synergy_HSA=5.00. (2) Drug 1: CC=C1C(=O)NC(C(=O)OC2CC(=O)NC(C(=O)NC(CSSCCC=C2)C(=O)N1)C(C)C)C(C)C. Drug 2: CC(C)NC(=O)C1=CC=C(C=C1)CNNC.Cl. Cell line: HL-60(TB). Synergy scores: CSS=68.2, Synergy_ZIP=-3.57, Synergy_Bliss=-5.98, Synergy_Loewe=-62.6, Synergy_HSA=-4.34. (3) Drug 1: C1CN1C2=NC(=NC(=N2)N3CC3)N4CC4. Drug 2: CCC1(C2=C(COC1=O)C(=O)N3CC4=CC5=C(C=CC(=C5CN(C)C)O)N=C4C3=C2)O.Cl. Cell line: HT29. Synergy scores: CSS=39.7, Synergy_ZIP=-0.0773, Synergy_Bliss=-1.27, Synergy_Loewe=-4.83, Synergy_HSA=1.50. (4) Drug 1: C(=O)(N)NO. Drug 2: CC12CCC3C(C1CCC2OP(=O)(O)O)CCC4=C3C=CC(=C4)OC(=O)N(CCCl)CCCl.[Na+]. Cell line: OVCAR-8. Synergy scores: CSS=2.62, Synergy_ZIP=-1.48, Synergy_Bliss=1.12, Synergy_Loewe=0.349, Synergy_HSA=0.596. (5) Drug 1: COC1=CC(=CC(=C1O)OC)C2C3C(COC3=O)C(C4=CC5=C(C=C24)OCO5)OC6C(C(C7C(O6)COC(O7)C8=CC=CS8)O)O. Drug 2: CC1=C(C(=CC=C1)Cl)NC(=O)C2=CN=C(S2)NC3=CC(=NC(=N3)C)N4CCN(CC4)CCO. Cell line: ACHN. Synergy scores: CSS=66.7, Synergy_ZIP=3.39, Synergy_Bliss=3.61, Synergy_Loewe=4.59, Synergy_HSA=7.92. (6) Drug 1: C1=NC(=NC(=O)N1C2C(C(C(O2)CO)O)O)N. Drug 2: C1C(C(OC1N2C=NC(=NC2=O)N)CO)O. Cell line: SF-268. Synergy scores: CSS=8.12, Synergy_ZIP=-0.0233, Synergy_Bliss=4.52, Synergy_Loewe=0.938, Synergy_HSA=1.22. (7) Drug 1: C1CCC(C1)C(CC#N)N2C=C(C=N2)C3=C4C=CNC4=NC=N3. Drug 2: CC(C)NC(=O)C1=CC=C(C=C1)CNNC.Cl. Cell line: MDA-MB-231. Synergy scores: CSS=21.7, Synergy_ZIP=6.60, Synergy_Bliss=6.36, Synergy_Loewe=4.25, Synergy_HSA=4.35. (8) Drug 1: C1=NC2=C(N=C(N=C2N1C3C(C(C(O3)CO)O)O)F)N. Drug 2: CNC(=O)C1=NC=CC(=C1)OC2=CC=C(C=C2)NC(=O)NC3=CC(=C(C=C3)Cl)C(F)(F)F. Cell line: T-47D. Synergy scores: CSS=-2.13, Synergy_ZIP=-0.854, Synergy_Bliss=-1.97, Synergy_Loewe=-4.95, Synergy_HSA=-4.13.